From a dataset of Full USPTO retrosynthesis dataset with 1.9M reactions from patents (1976-2016). Predict the reactants needed to synthesize the given product. (1) Given the product [Cl:1][CH2:2][C:3]1[N:8]2[N:9]([CH2:29][C:30]3[C:31]([CH3:40])=[N:32][C:33]([C:36]([F:39])([F:38])[F:37])=[CH:34][CH:35]=3)[C:10](=[O:28])[C:11]([C:20]3[CH:21]=[CH:22][C:23]([C:26]#[N:27])=[CH:24][CH:25]=3)=[C:12]([C:13]3[CH:14]=[CH:15][C:16]([Cl:19])=[CH:17][CH:18]=3)[C:7]2=[N:6][N:5]=1, predict the reactants needed to synthesize it. The reactants are: [Cl:1][CH2:2][C:3]([NH:5][NH:6][C:7]1[C:12]([C:13]2[CH:18]=[CH:17][C:16]([Cl:19])=[CH:15][CH:14]=2)=[C:11]([C:20]2[CH:25]=[CH:24][C:23]([C:26]#[N:27])=[CH:22][CH:21]=2)[C:10](=[O:28])[N:9]([CH2:29][C:30]2[C:31]([CH3:40])=[N:32][C:33]([C:36]([F:39])([F:38])[F:37])=[CH:34][CH:35]=2)[N:8]=1)=O.O=P(Cl)(Cl)Cl. (2) Given the product [N:1]1([C:9]([O:11][C:12]([CH3:15])([CH3:14])[CH3:13])=[O:10])[CH2:8][CH2:7][CH2:6][C@@H:2]1[C:3]([O:5][CH2:16][C:17]1[CH:22]=[CH:21][CH:20]=[CH:19][CH:18]=1)=[O:4], predict the reactants needed to synthesize it. The reactants are: [N:1]1([C:9]([O:11][C:12]([CH3:15])([CH3:14])[CH3:13])=[O:10])[CH2:8][CH2:7][CH2:6][C@@H:2]1[C:3]([OH:5])=[O:4].[CH2:16](Br)[C:17]1[CH:22]=[CH:21][CH:20]=[CH:19][CH:18]=1.C(N(CC)CC)C. (3) Given the product [CH2:34]([N:41]1[CH2:45][CH2:44][CH2:43][CH:42]1[CH2:46][O:26][C@H:16]1[CH2:15][N:14]2[C:13]3[CH:12]=[C:11]([C:27]([O:29][CH3:30])=[O:28])[CH:10]=[CH:9][C:8]=3[C:7]([CH:1]3[CH2:2][CH2:3][CH2:4][CH2:5][CH2:6]3)=[C:21]2[C:20]2[CH:22]=[CH:23][CH:24]=[CH:25][C:19]=2[O:18][CH2:17]1)[C:35]1[CH:40]=[CH:39][CH:38]=[CH:37][CH:36]=1, predict the reactants needed to synthesize it. The reactants are: [CH:1]1([C:7]2[C:8]3[CH:9]=[CH:10][C:11]([C:27]([O:29][CH3:30])=[O:28])=[CH:12][C:13]=3[N:14]3[C:21]=2[C:20]2[CH:22]=[CH:23][CH:24]=[CH:25][C:19]=2[O:18][CH2:17][C@@H:16]([OH:26])[CH2:15]3)[CH2:6][CH2:5][CH2:4][CH2:3][CH2:2]1.[OH-].[Na+].[Cl-].[CH2:34]([NH+:41]1[CH2:45][CH2:44][CH2:43][CH:42]1[CH2:46]Cl)[C:35]1[CH:40]=[CH:39][CH:38]=[CH:37][CH:36]=1. (4) Given the product [CH:1]1([C:4]2[CH:5]=[C:6]([C:25]([OH:27])=[O:26])[C:7](=[O:24])[N:8]3[C:13]=2[C:12]([CH3:14])=[C:11]([C:15]2[CH:20]=[C:19]([CH3:21])[C:18]([NH2:22])=[CH:17][C:16]=2[Cl:23])[CH:10]=[CH:9]3)[CH2:3][CH2:2]1, predict the reactants needed to synthesize it. The reactants are: [CH:1]1([C:4]2[CH:5]=[C:6]([C:25]([O:27]CC)=[O:26])[C:7](=[O:24])[N:8]3[C:13]=2[C:12]([CH3:14])=[C:11]([C:15]2[CH:20]=[C:19]([CH3:21])[C:18]([NH2:22])=[CH:17][C:16]=2[Cl:23])[CH:10]=[CH:9]3)[CH2:3][CH2:2]1.[Li+].[OH-].Cl.C(OCC)(=O)C.